The task is: Predict the product of the given reaction.. This data is from Forward reaction prediction with 1.9M reactions from USPTO patents (1976-2016). (1) Given the reactants [Br:1][C:2]1[CH:7]=[CH:6][C:5]([CH:8]2[S:14][CH2:13][CH:12]([C:15]([O:17]CC)=O)[NH:11][C:10]3[N:20]([CH3:29])[N:21]=[C:22]([C:23]4[CH:28]=[CH:27][CH:26]=[CH:25][N:24]=4)[C:9]2=3)=[C:4]([CH3:30])[CH:3]=1.[OH-].[Na+].[N:33]1(C(N2C=CN=C2)=O)C=CN=C1, predict the reaction product. The product is: [Br:1][C:2]1[CH:7]=[CH:6][C:5]([CH:8]2[S:14][CH2:13][CH:12]([C:15]([NH2:33])=[O:17])[NH:11][C:10]3[N:20]([CH3:29])[N:21]=[C:22]([C:23]4[CH:28]=[CH:27][CH:26]=[CH:25][N:24]=4)[C:9]2=3)=[C:4]([CH3:30])[CH:3]=1. (2) Given the reactants [Cl:1][C:2]1[CH:3]=[CH:4][C:5]2[N:6]([C:8]([CH3:15])=[C:9]([C:11]([O:13]C)=[O:12])[N:10]=2)[CH:7]=1.[OH-].[K+].Cl, predict the reaction product. The product is: [Cl:1][C:2]1[CH:3]=[CH:4][C:5]2[N:6]([C:8]([CH3:15])=[C:9]([C:11]([OH:13])=[O:12])[N:10]=2)[CH:7]=1. (3) The product is: [CH2:1]([O:8][CH2:9][C:10]([CH:13]1[N:22]2[C:17](=[CH:18][C:19](=[O:28])[C:20]([C:23]([OH:25])=[O:24])=[CH:21]2)[C:16]2[CH:29]=[C:30]([O:39][CH3:40])[C:31]([O:33][CH2:34][CH2:35][CH2:36][O:37][CH3:38])=[CH:32][C:15]=2[CH2:14]1)([CH3:12])[CH3:11])[C:2]1[CH:7]=[CH:6][CH:5]=[CH:4][CH:3]=1. Given the reactants [CH2:1]([O:8][CH2:9][C:10]([CH:13]1[N:22]2[C:17](=[CH:18][C:19](=[O:28])[C:20]([C:23]([O:25]CC)=[O:24])=[CH:21]2)[C:16]2[CH:29]=[C:30]([O:39][CH3:40])[C:31]([O:33][CH2:34][CH2:35][CH2:36][O:37][CH3:38])=[CH:32][C:15]=2[CH2:14]1)([CH3:12])[CH3:11])[C:2]1[CH:7]=[CH:6][CH:5]=[CH:4][CH:3]=1.[Li+].[OH-].Cl, predict the reaction product. (4) Given the reactants Cl[CH2:2][C:3]1[O:7][C:6]([C:8]2[CH:13]=[CH:12][C:11]([C:14]3[C:19]([CH3:20])=[CH:18][CH:17]=[C:16]([C:21]([NH:23][CH:24]4[CH2:26][CH2:25]4)=[O:22])[CH:15]=3)=[CH:10][CH:9]=2)=[N:5][N:4]=1.[I-].[K+].[CH2:29]([NH2:31])[CH3:30], predict the reaction product. The product is: [CH:24]1([NH:23][C:21]([C:16]2[CH:15]=[C:14]([C:11]3[CH:12]=[CH:13][C:8]([C:6]4[O:7][C:3]([CH2:2][NH:31][CH2:29][CH3:30])=[N:4][N:5]=4)=[CH:9][CH:10]=3)[C:19]([CH3:20])=[CH:18][CH:17]=2)=[O:22])[CH2:26][CH2:25]1. (5) Given the reactants [Cl:1][C:2]1[CH:7]=[C:6]([Cl:8])[CH:5]=[C:4]([Cl:9])[C:3]=1[N:10]1[C:14]2=[N:15][C:16]([CH2:20][C:21]3[CH:26]=[CH:25][C:24]([NH2:27])=[CH:23][CH:22]=3)=[N:17][C:18](=[O:19])[C:13]2=[C:12]([CH:28]([CH3:30])[CH3:29])[NH:11]1.CCN(CC)CC.[Cl:38][CH:39]([CH2:43]Cl)[C:40](Cl)=[O:41], predict the reaction product. The product is: [Cl:1][C:2]1[CH:7]=[C:6]([Cl:8])[CH:5]=[C:4]([Cl:9])[C:3]=1[N:10]1[C:14]2=[N:15][C:16]([CH2:20][C:21]3[CH:26]=[CH:25][C:24]([NH:27][C:40](=[O:41])[C:39]([Cl:38])=[CH2:43])=[CH:23][CH:22]=3)=[N:17][C:18](=[O:19])[C:13]2=[C:12]([CH:28]([CH3:30])[CH3:29])[NH:11]1. (6) Given the reactants [CH3:1][O:2][C:3]([C:5]1([CH2:20]I)[CH:9]([CH3:10])[C:8](=[O:11])[N:7]([C:12]2[C:17]([CH3:18])=[CH:16][CH:15]=[CH:14][C:13]=2[CH3:19])[CH2:6]1)=[O:4].[CH2:22]([NH:24][CH3:25])[CH3:23], predict the reaction product. The product is: [CH3:1][O:2][C:3]([C:5]1([CH2:20][N:24]([CH2:22][CH3:23])[CH3:25])[CH:9]([CH3:10])[C:8](=[O:11])[N:7]([C:12]2[C:17]([CH3:18])=[CH:16][CH:15]=[CH:14][C:13]=2[CH3:19])[CH2:6]1)=[O:4]. (7) Given the reactants [C:1]([NH:4][C:5]1[CH:10]=[C:9]([Cl:11])[CH:8]=[CH:7][C:6]=1/[CH:12]=[CH:13]/[C:14]([OH:16])=O)(=[O:3])[CH3:2].CCN=C=NCCCN(C)C.C1C=CC2N(O)N=NC=2C=1.[F:38][C:39]1[CH:54]=[CH:53][C:42]([CH2:43][N:44]2[CH2:49][CH2:48][NH:47][C@H:46]([C@@H:50]([OH:52])[CH3:51])[CH2:45]2)=[CH:41][CH:40]=1, predict the reaction product. The product is: [Cl:11][C:9]1[CH:8]=[CH:7][C:6](/[CH:12]=[CH:13]/[C:14]([N:47]2[CH2:48][CH2:49][N:44]([CH2:43][C:42]3[CH:41]=[CH:40][C:39]([F:38])=[CH:54][CH:53]=3)[CH2:45][C@H:46]2[C@@H:50]([OH:52])[CH3:51])=[O:16])=[C:5]([NH:4][C:1](=[O:3])[CH3:2])[CH:10]=1. (8) Given the reactants [CH3:1][O:2][C:3](=[O:52])[CH:4]([NH:18][C:19](=[O:51])[CH2:20][NH:21][C:22](=[O:50])[C:23]1[CH:28]=[CH:27][C:26]([Br:29])=[CH:25][C:24]=1[NH:30][C:31]1([CH2:42][C:43]2[CH:48]=[CH:47][CH:46]=[C:45]([Cl:49])[CH:44]=2)[C:39]2[C:34](=[CH:35][C:36]([Cl:40])=[CH:37][CH:38]=2)[NH:33][C:32]1=[O:41])[CH2:5][CH2:6][CH2:7][CH:8](N)[NH:9]C(OC(C)(C)C)=O, predict the reaction product. The product is: [CH3:1][O:2][C:3](=[O:52])[CH:4]([NH:18][C:19](=[O:51])[CH2:20][NH:21][C:22](=[O:50])[C:23]1[CH:28]=[CH:27][C:26]([Br:29])=[CH:25][C:24]=1[NH:30][C:31]1([CH2:42][C:43]2[CH:48]=[CH:47][CH:46]=[C:45]([Cl:49])[CH:44]=2)[C:39]2[C:34](=[CH:35][C:36]([Cl:40])=[CH:37][CH:38]=2)[NH:33][C:32]1=[O:41])[CH2:5][CH2:6][CH2:7][CH2:8][NH2:9].